This data is from Forward reaction prediction with 1.9M reactions from USPTO patents (1976-2016). The task is: Predict the product of the given reaction. Given the reactants CO[C:3]([C:5]1[N:6]=[C:7]([C:24]#[N:25])[C:8]2[C:9](=[O:23])[N:10]([CH2:16][C:17]3[CH:22]=[CH:21][CH:20]=[CH:19][CH:18]=3)[CH:11]=[CH:12][C:13]=2[C:14]=1[OH:15])=[O:4].[CH3:26][NH2:27], predict the reaction product. The product is: [CH3:26][NH:27][C:3]([C:5]1[N:6]=[C:7]([C:24]#[N:25])[C:8]2[C:9](=[O:23])[N:10]([CH2:16][C:17]3[CH:22]=[CH:21][CH:20]=[CH:19][CH:18]=3)[CH:11]=[CH:12][C:13]=2[C:14]=1[OH:15])=[O:4].